From a dataset of Reaction yield outcomes from USPTO patents with 853,638 reactions. Predict the reaction yield, written as a fraction of the theoretical maximum amount of product (1.0 means a 100% yield; for example, 0.34 means a 34% yield). (1) The reactants are [CH2:1]([O:8][C@:9]1([CH:33]=[CH2:34])[C@@H:13]([CH2:14][O:15][CH2:16][C:17]2[CH:22]=[CH:21][CH:20]=[CH:19][CH:18]=2)[O:12][C@@H:11]([N:23]2[CH:31]=[C:29]([CH3:30])[C:27](=[O:28])[NH:26][C:24]2=[O:25])[C@@H:10]1[OH:32])[C:2]1[CH:7]=[CH:6][CH:5]=[CH:4][CH:3]=1.[CH3:35][S:36](Cl)(=[O:38])=[O:37]. The catalyst is N1C=CC=CC=1. The product is [CH2:1]([O:8][C@:9]1([CH:33]=[CH2:34])[C@@H:13]([CH2:14][O:15][CH2:16][C:17]2[CH:22]=[CH:21][CH:20]=[CH:19][CH:18]=2)[O:12][C@@H:11]([N:23]2[CH:31]=[C:29]([CH3:30])[C:27](=[O:28])[NH:26][C:24]2=[O:25])[C@@H:10]1[O:32][S:36]([CH3:35])(=[O:38])=[O:37])[C:2]1[CH:3]=[CH:4][CH:5]=[CH:6][CH:7]=1. The yield is 0.840. (2) The reactants are [CH3:1][N:2]1[CH2:7][CH2:6][N:5]([CH2:8][CH2:9][CH2:10][O:11][C:12]2[CH:21]=[C:20]3[C:15]([C:16](=[O:30])[N:17](COC(=O)C(C)(C)C)[CH:18]=[N:19]3)=[CH:14][C:13]=2[O:31][CH3:32])[CH2:4][CH2:3]1.N. The catalyst is CO. The product is [CH3:1][N:2]1[CH2:3][CH2:4][N:5]([CH2:8][CH2:9][CH2:10][O:11][C:12]2[CH:21]=[C:20]3[C:15]([C:16](=[O:30])[NH:17][CH:18]=[N:19]3)=[CH:14][C:13]=2[O:31][CH3:32])[CH2:6][CH2:7]1. The yield is 0.950.